Dataset: Catalyst prediction with 721,799 reactions and 888 catalyst types from USPTO. Task: Predict which catalyst facilitates the given reaction. (1) Reactant: [O:1]1[CH:5]=[CH:4][CH:3]=[C:2]1[C:6]1[CH:11]=[CH:10][N:9]=[C:8]([C:12]([F:15])([F:14])[F:13])[CH:7]=1.[Br:16]N1C(=O)CCC1=O. Product: [Br:16][C:5]1[O:1][C:2]([C:6]2[CH:11]=[CH:10][N:9]=[C:8]([C:12]([F:15])([F:13])[F:14])[CH:7]=2)=[CH:3][CH:4]=1. The catalyst class is: 15. (2) Reactant: [F:1][C:2]1[C:7]([O:8][CH3:9])=[CH:6][C:5]([O:10][CH3:11])=[C:4]([F:12])[C:3]=1[N:13]1[CH2:18][C:17]2[CH:19]=[N:20][C:21]3[NH:25][C:24]([CH2:26][CH:27]4[CH2:32][CH2:31][NH:30][CH2:29][CH2:28]4)=[CH:23][C:22]=3[C:16]=2[N:15]([CH3:33])[C:14]1=[O:34].[CH:35](=O)[CH3:36].C([BH3-])#N.[Na+]. Product: [F:12][C:4]1[C:5]([O:10][CH3:11])=[CH:6][C:7]([O:8][CH3:9])=[C:2]([F:1])[C:3]=1[N:13]1[CH2:18][C:17]2[CH:19]=[N:20][C:21]3[NH:25][C:24]([CH2:26][CH:27]4[CH2:32][CH2:31][N:30]([CH2:35][CH3:36])[CH2:29][CH2:28]4)=[CH:23][C:22]=3[C:16]=2[N:15]([CH3:33])[C:14]1=[O:34]. The catalyst class is: 92. (3) Reactant: CC1(C)[O:7][CH2:6][CH:5]([N:8]2[C:13](=[O:14])[CH:12]=[N:11][C:10]3[CH:15]=[CH:16][C:17]([O:19][CH3:20])=[N:18][C:9]2=3)[CH2:4][O:3]1.Cl. Product: [OH:3][CH2:4][CH:5]([N:8]1[C:13](=[O:14])[CH:12]=[N:11][C:10]2[CH:15]=[CH:16][C:17]([O:19][CH3:20])=[N:18][C:9]1=2)[CH2:6][OH:7]. The catalyst class is: 7. (4) Reactant: [Si]([O:8][C@H:9]1[CH2:14][CH2:13][C@H:12]([N:15]2[CH:19]=[C:18](B3OC(C)(C)C(C)(C)O3)[CH:17]=[N:16]2)[CH2:11][CH2:10]1)(C(C)(C)C)(C)C.Br[C:30]1[CH:31]=[C:32]2[C:38]([C@@H:39]([C:41]3[C:46]([O:47][CH3:48])=[CH:45][CH:44]=[C:43]([F:49])[C:42]=3[Cl:50])[CH3:40])=[N:37][NH:36][C:33]2=[N:34][CH:35]=1.C(=O)([O-])[O-].[K+].[K+]. Product: [Cl:50][C:42]1[C:43]([F:49])=[CH:44][CH:45]=[C:46]([O:47][CH3:48])[C:41]=1[C@H:39]([C:38]1[C:32]2[C:33](=[N:34][CH:35]=[C:30]([C:18]3[CH:17]=[N:16][N:15]([C@H:12]4[CH2:11][CH2:10][C@H:9]([OH:8])[CH2:14][CH2:13]4)[CH:19]=3)[CH:31]=2)[NH:36][N:37]=1)[CH3:40]. The catalyst class is: 12. (5) Reactant: Cl[C:2]1[CH:7]=[CH:6][C:5]([N:8]([CH3:15])[C:9]2[CH:14]=[CH:13][CH:12]=[CH:11][CH:10]=2)=[C:4]([N+:16]([O-])=O)[CH:3]=1.O.O.[Cl:21][Sn]Cl. Product: [Cl:21][C:7]1[CH:6]=[C:5]([N:8]([CH3:15])[C:9]2[CH:14]=[CH:13][CH:12]=[CH:11][CH:10]=2)[C:4]([NH2:16])=[CH:3][CH:2]=1. The catalyst class is: 8. (6) Reactant: Cl.[Br:2][C:3]1[C:4]([C@@H:10]([NH2:20])[CH2:11][C:12]2[CH:17]=[C:16]([F:18])[CH:15]=[C:14]([F:19])[CH:13]=2)=[N:5][C:6]([Br:9])=[CH:7][CH:8]=1.[C:21](O[C:21]([O:23][C:24]([CH3:27])([CH3:26])[CH3:25])=[O:22])([O:23][C:24]([CH3:27])([CH3:26])[CH3:25])=[O:22].C(N(CC)CC)C. Product: [Br:2][C:3]1[C:4]([C@@H:10]([NH:20][C:21](=[O:22])[O:23][C:24]([CH3:27])([CH3:26])[CH3:25])[CH2:11][C:12]2[CH:17]=[C:16]([F:18])[CH:15]=[C:14]([F:19])[CH:13]=2)=[N:5][C:6]([Br:9])=[CH:7][CH:8]=1. The catalyst class is: 2. (7) Reactant: [NH2:1][C:2]1[CH:9]=[CH:8][C:5]([CH2:6][NH2:7])=[CH:4][CH:3]=1.[C:10]([O:14][C:15](O[C:15]([O:14][C:10]([CH3:13])([CH3:12])[CH3:11])=[O:16])=[O:16])([CH3:13])([CH3:12])[CH3:11]. Product: [C:10]([O:14][C:15](=[O:16])[NH:7][CH2:6][C:5]1[CH:8]=[CH:9][C:2]([NH2:1])=[CH:3][CH:4]=1)([CH3:13])([CH3:12])[CH3:11]. The catalyst class is: 7. (8) Reactant: ONC(=N)C1C2C(C=CC=1)=NN(CCC(OCC)=O)C=2.[OH:21][NH:22][C:23](=[NH:40])[C:24]1[CH:32]=[CH:31][CH:30]=[C:29]2[C:25]=1[CH:26]=[N:27][N:28]2[CH2:33][CH2:34][C:35]([O:37][CH2:38][CH3:39])=[O:36].[Cl:41][C:42]1[CH:43]=[C:44]([CH:48]=[CH:49][C:50]=1[O:51][CH:52]([CH3:54])[CH3:53])[C:45](O)=O.C(Cl)CCl.C1C=CC2N(O)N=NC=2C=1. Product: [Cl:41][C:42]1[CH:43]=[C:44]([C:45]2[O:21][N:22]=[C:23]([C:24]3[CH:32]=[CH:31][CH:30]=[C:29]4[C:25]=3[CH:26]=[N:27][N:28]4[CH2:33][CH2:34][C:35]([O:37][CH2:38][CH3:39])=[O:36])[N:40]=2)[CH:48]=[CH:49][C:50]=1[O:51][CH:52]([CH3:53])[CH3:54]. The catalyst class is: 42. (9) Reactant: C[O:2][C:3](=[O:32])[C:4]1[CH:9]=[CH:8][C:7]([C:10]2[N:18]=[CH:17][N:16]=[C:15]3[C:11]=2[N:12]=[CH:13][N:14]3[C:19]2[CH:24]=[C:23]([C:25](=[O:30])[NH:26][CH:27]3[CH2:29][CH2:28]3)[CH:22]=[CH:21][C:20]=2[CH3:31])=[CH:6][CH:5]=1.[OH-].[Na+].Cl. Product: [CH:27]1([NH:26][C:25]([C:23]2[CH:22]=[CH:21][C:20]([CH3:31])=[C:19]([N:14]3[CH:13]=[N:12][C:11]4[C:15]3=[N:16][CH:17]=[N:18][C:10]=4[C:7]3[CH:6]=[CH:5][C:4]([C:3]([OH:32])=[O:2])=[CH:9][CH:8]=3)[CH:24]=2)=[O:30])[CH2:29][CH2:28]1. The catalyst class is: 193. (10) Reactant: [F:1][C:2]([CH3:19])([CH3:18])[CH2:3][C@H:4]([NH:7]C(=O)OCC1C=CC=CC=1)[CH2:5][OH:6]. Product: [NH2:7][C@@H:4]([CH2:3][C:2]([F:1])([CH3:19])[CH3:18])[CH2:5][OH:6]. The catalyst class is: 50.